From a dataset of Peptide-MHC class II binding affinity with 134,281 pairs from IEDB. Regression. Given a peptide amino acid sequence and an MHC pseudo amino acid sequence, predict their binding affinity value. This is MHC class II binding data. The peptide sequence is FFKVAATAANAAPAN. The MHC is DRB1_0802 with pseudo-sequence DRB1_0802. The binding affinity (normalized) is 0.521.